This data is from Peptide-MHC class II binding affinity with 134,281 pairs from IEDB. The task is: Regression. Given a peptide amino acid sequence and an MHC pseudo amino acid sequence, predict their binding affinity value. This is MHC class II binding data. (1) The peptide sequence is QPNLKALREKVLGLP. The MHC is HLA-DPA10103-DPB10301 with pseudo-sequence HLA-DPA10103-DPB10301. The binding affinity (normalized) is 0.0697. (2) The peptide sequence is WKVRLLPVPPTVTVF. The MHC is HLA-DPA10103-DPB10401 with pseudo-sequence HLA-DPA10103-DPB10401. The binding affinity (normalized) is 0.241. (3) The peptide sequence is DTVPRGYRIAARPGA. The MHC is DRB1_1101 with pseudo-sequence DRB1_1101. The binding affinity (normalized) is 0.588. (4) The peptide sequence is LVELEKGVLPQLEQP. The MHC is DRB1_0101 with pseudo-sequence DRB1_0101. The binding affinity (normalized) is 0.677. (5) The peptide sequence is AAATAGTTVYGVFAA. The MHC is HLA-DQA10501-DQB10301 with pseudo-sequence HLA-DQA10501-DQB10301. The binding affinity (normalized) is 0.588. (6) The peptide sequence is RRAEPAADGVGAVSRDL. The MHC is DRB4_0101 with pseudo-sequence DRB4_0103. The binding affinity (normalized) is 0.0798. (7) The peptide sequence is SKGDSARVTVKDVTF. The MHC is DRB1_0401 with pseudo-sequence DRB1_0401. The binding affinity (normalized) is 0.199. (8) The peptide sequence is PSSASPWSWPDLDLK. The MHC is DRB1_0801 with pseudo-sequence DRB1_0801. The binding affinity (normalized) is 0.